Dataset: Reaction yield outcomes from USPTO patents with 853,638 reactions. Task: Predict the reaction yield, written as a fraction of the theoretical maximum amount of product (1.0 means a 100% yield; for example, 0.34 means a 34% yield). (1) The reactants are [Cl-].O[NH3+:3].[C:4](=[O:7])([O-:6])O.[Na+].CS(C)=O.[CH2:13]([C:17]1[N:18]=[C:19]([CH3:45])[N:20]([CH2:39][C:40]([O:42][CH2:43][CH3:44])=[O:41])[C:21](=[O:38])[C:22]=1[CH2:23][C:24]1[CH:29]=[CH:28][C:27]([C:30]2[CH:35]=[CH:34][CH:33]=[CH:32][C:31]=2[C:36]#[N:37])=[CH:26][CH:25]=1)[CH2:14][CH2:15][CH3:16]. The catalyst is C(OCC)(=O)C. The product is [CH2:13]([C:17]1[N:18]=[C:19]([CH3:45])[N:20]([CH2:39][C:40]([O:42][CH2:43][CH3:44])=[O:41])[C:21](=[O:38])[C:22]=1[CH2:23][C:24]1[CH:29]=[CH:28][C:27]([C:30]2[CH:35]=[CH:34][CH:33]=[CH:32][C:31]=2[C:36]2[NH:3][C:4](=[O:7])[O:6][N:37]=2)=[CH:26][CH:25]=1)[CH2:14][CH2:15][CH3:16]. The yield is 0.510. (2) The reactants are [C:1]1([CH2:11][NH:12][S:13]([C:16]2[CH:17]=[C:18]([CH:22]=[CH:23][C:24]([OH:26])=O)[CH:19]=[CH:20][CH:21]=2)(=[O:15])=[O:14])[C:10]2[C:5](=[CH:6][CH:7]=[CH:8][CH:9]=2)[CH:4]=[CH:3][CH:2]=1.[Cl:27]CCl. The catalyst is CN(C)C=O. The product is [C:1]1([CH2:11][NH:12][S:13]([C:16]2[CH:17]=[C:18]([CH:22]=[CH:23][C:24]([Cl:27])=[O:26])[CH:19]=[CH:20][CH:21]=2)(=[O:15])=[O:14])[C:10]2[C:5](=[CH:6][CH:7]=[CH:8][CH:9]=2)[CH:4]=[CH:3][CH:2]=1. The yield is 0.980. (3) The reactants are CC([N:5]([C@@H:9]([CH2:23][CH2:24][C:25]1[CH:30]=[CH:29][CH:28]=[CH:27][CH:26]=1)/[CH:10]=[CH:11]/[C:12]([NH:14][C:15]1[CH:20]=[CH:19][C:18]([O:21][CH3:22])=[CH:17][CH:16]=1)=[O:13])C(=O)[O-])(C)C.[ClH:31]. No catalyst specified. The product is [ClH:31].[NH2:5][C@@H:9]([CH2:23][CH2:24][C:25]1[CH:26]=[CH:27][CH:28]=[CH:29][CH:30]=1)/[CH:10]=[CH:11]/[C:12]([NH:14][C:15]1[CH:20]=[CH:19][C:18]([O:21][CH3:22])=[CH:17][CH:16]=1)=[O:13]. The yield is 0.830. (4) The reactants are [F:1][C:2]([F:42])([F:41])[C:3]1[CH:40]=[CH:39][CH:38]=[CH:37][C:4]=1[CH2:5][N:6]1[CH:10]=[CH:9][N:8]=[C:7]1[C:11]1[CH:16]=[CH:15][C:14]([NH:17][C:18]2[CH:27]=[CH:26][C:25]3[C:20](=[CH:21][CH:22]=[CH:23][CH:24]=3)[C:19]=2[NH:28][C:29](=[O:36])[CH2:30][C:31]([O:33]CC)=O)=[CH:13][CH:12]=1.FC(F)(F)C1C=CC=CC=1CBr.Cl.FC1C=CC=CC=1CCC1N(C2C=CC(N3C(=O)CC(=O)NC4C5C(C=CC3=4)=CC=CC=5)=CC=2)C=CN=1.O=C(NC1C2C(=CC=CC=2)C=CC=1NC1C=CC=C(N2C(CCC3C=CC=CN=3)=NN=N2)C=1)C(OCC)=O.Cl.N1C=CC=CC=1CCC1N(C2C=C(N3C4C=CC5C=CC=CC=5C=4NC(=O)C3=O)C=CC=2)N=NN=1. No catalyst specified. The product is [F:41][C:2]([F:42])([F:1])[C:3]1[CH:40]=[CH:39][CH:38]=[CH:37][C:4]=1[CH2:5][N:6]1[CH:10]=[CH:9][N:8]=[C:7]1[C:11]1[CH:12]=[CH:13][C:14]([N:17]2[C:31](=[O:33])[CH2:30][C:29](=[O:36])[NH:28][C:19]3[C:20]4[C:25]([CH:26]=[CH:27][C:18]2=3)=[CH:24][CH:23]=[CH:22][CH:21]=4)=[CH:15][CH:16]=1. The yield is 0.380. (5) The reactants are [OH:1][C@H:2]([CH3:39])[CH2:3][N:4]1[C:8]([CH3:9])=[C:7]([C:10]([NH:12][C:13]2[CH:18]=[CH:17][C:16]([O:19][C:20]3[C:29]4[C:24](=[CH:25][C:26]([O:30][CH3:31])=[CH:27][CH:28]=4)[N:23]=[CH:22][CH:21]=3)=[CH:15][N:14]=2)=[O:11])[C:6](=[O:32])[N:5]1[C:33]1[CH:38]=[CH:37][CH:36]=[CH:35][CH:34]=1.[C:40]([N:50]([CH2:52][C:53](O)=[O:54])[CH3:51])([O:42][CH2:43][C:44]1[CH:49]=[CH:48][CH:47]=[CH:46][CH:45]=1)=[O:41].C(Cl)CCl. The catalyst is CN(C1C=CN=CC=1)C.C(Cl)Cl. The product is [CH2:43]([O:42][C:40]([N:50]([CH3:51])[CH2:52][C:53]([O:1][C@H:2]([CH3:39])[CH2:3][N:4]1[C:8]([CH3:9])=[C:7]([C:10](=[O:11])[NH:12][C:13]2[CH:18]=[CH:17][C:16]([O:19][C:20]3[C:29]4[C:24](=[CH:25][C:26]([O:30][CH3:31])=[CH:27][CH:28]=4)[N:23]=[CH:22][CH:21]=3)=[CH:15][N:14]=2)[C:6](=[O:32])[N:5]1[C:33]1[CH:34]=[CH:35][CH:36]=[CH:37][CH:38]=1)=[O:54])=[O:41])[C:44]1[CH:49]=[CH:48][CH:47]=[CH:46][CH:45]=1. The yield is 0.773. (6) The reactants are [Br:1][C:2]1[C:3]([C:26]([F:29])([F:28])[F:27])=[CH:4][C:5]([N+:23]([O-])=O)=[C:6]([NH:8][CH:9]2[CH2:14][CH2:13][N:12]([C@H:15]3[CH2:20][CH2:19][C@H:18]([O:21][CH3:22])[CH2:17][CH2:16]3)[CH2:11][CH2:10]2)[CH:7]=1.O.NN. The catalyst is C(O)C.[Ni]. The product is [NH2:23][C:5]1[CH:4]=[C:3]([C:26]([F:28])([F:29])[F:27])[C:2]([Br:1])=[CH:7][C:6]=1[NH:8][CH:9]1[CH2:10][CH2:11][N:12]([C@H:15]2[CH2:20][CH2:19][C@H:18]([O:21][CH3:22])[CH2:17][CH2:16]2)[CH2:13][CH2:14]1. The yield is 0.970. (7) The reactants are C([O:3][C:4]([C:6]1[C:7]2[C:15]([CH3:16])=[N:14][N:13]([CH:17]3[CH2:22][CH2:21][CH2:20][CH2:19][O:18]3)[C:8]=2[N:9]=[C:10]([Cl:12])[CH:11]=1)=[O:5])C.[OH-].[Na+]. The catalyst is C(O)(C)C. The product is [Cl:12][C:10]1[CH:11]=[C:6]([C:4]([OH:5])=[O:3])[C:7]2[C:15]([CH3:16])=[N:14][N:13]([CH:17]3[CH2:22][CH2:21][CH2:20][CH2:19][O:18]3)[C:8]=2[N:9]=1. The yield is 0.960. (8) The reactants are [Cl:1][C:2]1[CH:3]=[CH:4][C:5]([OH:30])=[C:6]([C:8]2[C:12]([C:13]#[C:14][C:15]3[CH:20]=[CH:19][C:18]([NH:21][C:22]([C@@H:24]4[CH2:29][CH2:28][CH2:27][CH2:26][NH:25]4)=[O:23])=[CH:17][CH:16]=3)=[CH:11][NH:10][N:9]=2)[CH:7]=1.[NH:31]([C:42]([O:44][C:45]([CH3:48])([CH3:47])[CH3:46])=[O:43])[C@@H:32]([C:39](O)=[O:40])[C:33]1[CH:38]=[CH:37][CH:36]=[CH:35][CH:34]=1.CC(C)N=C=NC(C)C. The catalyst is C1COCC1. The product is [C:45]([O:44][C:42](=[O:43])[NH:31][C@H:32]([C:33]1[CH:34]=[CH:35][CH:36]=[CH:37][CH:38]=1)[C:39]([N:25]1[CH2:26][CH2:27][CH2:28][CH2:29][C@H:24]1[C:22](=[O:23])[NH:21][C:18]1[CH:17]=[CH:16][C:15]([C:14]#[C:13][C:12]2[C:8]([C:6]3[CH:7]=[C:2]([Cl:1])[CH:3]=[CH:4][C:5]=3[OH:30])=[N:9][NH:10][CH:11]=2)=[CH:20][CH:19]=1)=[O:40])([CH3:48])([CH3:46])[CH3:47]. The yield is 0.378. (9) The reactants are [CH2:1]([O:23][C:24]1[CH:25]=[C:26]([CH:31]=[C:32]([O:34][CH2:35][CH2:36][CH2:37][CH2:38][CH2:39][CH2:40][CH2:41][CH2:42][CH2:43][CH2:44][CH2:45][CH2:46][CH2:47][CH2:48][CH2:49][CH2:50][CH2:51][CH2:52][CH2:53][CH2:54][CH2:55][CH3:56])[CH:33]=1)[C:27](OC)=[O:28])[CH2:2][CH2:3][CH2:4][CH2:5][CH2:6][CH2:7][CH2:8][CH2:9][CH2:10][CH2:11][CH2:12][CH2:13][CH2:14][CH2:15][CH2:16][CH2:17][CH2:18][CH2:19][CH2:20][CH2:21][CH3:22].O1CCCC1.[H-].[Al+3].[Li+].[H-].[H-].[H-].C(OCC)(=O)C. The catalyst is C(OCC)C. The product is [CH2:35]([O:34][C:32]1[CH:31]=[C:26]([CH:25]=[C:24]([O:23][CH2:1][CH2:2][CH2:3][CH2:4][CH2:5][CH2:6][CH2:7][CH2:8][CH2:9][CH2:10][CH2:11][CH2:12][CH2:13][CH2:14][CH2:15][CH2:16][CH2:17][CH2:18][CH2:19][CH2:20][CH2:21][CH3:22])[CH:33]=1)[CH2:27][OH:28])[CH2:36][CH2:37][CH2:38][CH2:39][CH2:40][CH2:41][CH2:42][CH2:43][CH2:44][CH2:45][CH2:46][CH2:47][CH2:48][CH2:49][CH2:50][CH2:51][CH2:52][CH2:53][CH2:54][CH2:55][CH3:56]. The yield is 0.880. (10) The catalyst is O.ClCCl.C1C=CC(/C=C/C(/C=C/C2C=CC=CC=2)=O)=CC=1.C1C=CC(/C=C/C(/C=C/C2C=CC=CC=2)=O)=CC=1.C1C=CC(/C=C/C(/C=C/C2C=CC=CC=2)=O)=CC=1.[Pd].[Pd].O1CCOCC1. The reactants are [CH:1]([N:5]1[C:13]2[C:8](=[CH:9][CH:10]=[C:11](Cl)[CH:12]=2)[C:7]([C:15]([NH:17][CH2:18][C:19]2[C:20](=[O:28])[NH:21][C:22]([CH3:27])=[CH:23][C:24]=2[O:25][CH3:26])=[O:16])=[C:6]1[CH3:29])([CH2:3][CH3:4])[CH3:2].[N:30]1[CH:35]=[CH:34][CH:33]=[C:32](B(O)O)[CH:31]=1.C1(C(C2CCCCC2)C2CCCCC2)CCCCC1.[O-]P([O-])([O-])=O.[K+].[K+].[K+]. The product is [CH:1]([N:5]1[C:13]2[C:8](=[CH:9][CH:10]=[C:11]([C:32]3[CH:31]=[N:30][CH:35]=[CH:34][CH:33]=3)[CH:12]=2)[C:7]([C:15]([NH:17][CH2:18][C:19]2[C:20](=[O:28])[NH:21][C:22]([CH3:27])=[CH:23][C:24]=2[O:25][CH3:26])=[O:16])=[C:6]1[CH3:29])([CH2:3][CH3:4])[CH3:2]. The yield is 0.0570.